Dataset: Catalyst prediction with 721,799 reactions and 888 catalyst types from USPTO. Task: Predict which catalyst facilitates the given reaction. (1) Reactant: [CH2:1]([O:8][C:9]1[C:10]([NH:16][C:17]2[S:18][CH:19]=[C:20]([CH2:22][CH2:23][C:24]([O:26]C)=[O:25])[N:21]=2)=[N:11][CH:12]=[C:13]([Br:15])[CH:14]=1)[C:2]1[CH:7]=[CH:6][CH:5]=[CH:4][CH:3]=1.[OH-].[Na+]. Product: [CH2:1]([O:8][C:9]1[C:10]([NH:16][C:17]2[S:18][CH:19]=[C:20]([CH2:22][CH2:23][C:24]([OH:26])=[O:25])[N:21]=2)=[N:11][CH:12]=[C:13]([Br:15])[CH:14]=1)[C:2]1[CH:7]=[CH:6][CH:5]=[CH:4][CH:3]=1. The catalyst class is: 20. (2) Reactant: [NH:1]1[C:10]2[C:5](=[CH:6][CH:7]=[CH:8][CH:9]=2)[C:4](=[O:11])[CH:3]=[CH:2]1.[OH-].[K+].[I:14]I. Product: [I:14][C:3]1[C:4](=[O:11])[C:5]2[C:10](=[CH:9][CH:8]=[CH:7][CH:6]=2)[NH:1][CH:2]=1. The catalyst class is: 3. (3) Reactant: [O:1]=[C:2]1[C:7](C(OCC)=O)=[CH:6][NH:5][N:4]2[CH:13]=[CH:14][CH:15]=[C:3]12.[Na+].[Cl-].O. Product: [NH:5]1[CH:6]=[CH:7][C:2](=[O:1])[C:3]2=[CH:15][CH:14]=[CH:13][N:4]12. The catalyst class is: 16. (4) Reactant: [Cl:1][C:2]1[CH:7]=[C:6]2[NH:8][C:9](=[O:35])[C@:10]3([C@H:15]([C:16]4[CH:21]=[CH:20][CH:19]=[C:18]([Cl:22])[CH:17]=4)[CH2:14][C:13](=[O:23])[N:12]([CH2:24][C:25](O)=[O:26])[C@@H:11]3[C:28]3[CH:33]=[CH:32][CH:31]=[CH:30][C:29]=3[CH3:34])[C:5]2=[CH:4][CH:3]=1.N1C(F)=NC(F)=NC=1[F:38].N1C=CC=CC=1. Product: [Cl:1][C:2]1[CH:7]=[C:6]2[NH:8][C:9](=[O:35])[C:10]3([CH:15]([C:16]4[CH:21]=[CH:20][CH:19]=[C:18]([Cl:22])[CH:17]=4)[CH2:14][C:13](=[O:23])[N:12]([CH2:24][C:25]([F:38])=[O:26])[CH:11]3[C:28]3[CH:33]=[CH:32][CH:31]=[CH:30][C:29]=3[CH3:34])[C:5]2=[CH:4][CH:3]=1. The catalyst class is: 4. (5) Reactant: C([O:8][C:9]1[CH:10]=[C:11]([CH:16]=[C:17]([C:19]([C:22]#[N:23])([CH3:21])[CH3:20])[CH:18]=1)[C:12]([O:14][CH3:15])=[O:13])C1C=CC=CC=1. Product: [C:22]([C:19]([C:17]1[CH:16]=[C:11]([CH:10]=[C:9]([OH:8])[CH:18]=1)[C:12]([O:14][CH3:15])=[O:13])([CH3:21])[CH3:20])#[N:23]. The catalyst class is: 19.